This data is from Peptide-MHC class II binding affinity with 134,281 pairs from IEDB. The task is: Regression. Given a peptide amino acid sequence and an MHC pseudo amino acid sequence, predict their binding affinity value. This is MHC class II binding data. (1) The peptide sequence is WLLIEVLKGMKTTSE. The MHC is DRB1_0101 with pseudo-sequence DRB1_0101. The binding affinity (normalized) is 1.00. (2) The peptide sequence is RTLIGQEKYTDYLTV. The MHC is DRB1_0404 with pseudo-sequence DRB1_0404. The binding affinity (normalized) is 0.261. (3) The peptide sequence is MIEEGDIHWQIISSE. The MHC is HLA-DQA10101-DQB10501 with pseudo-sequence HLA-DQA10101-DQB10501. The binding affinity (normalized) is 0.142. (4) The peptide sequence is YRSLQPEEFAVVDLS. The MHC is DRB1_1001 with pseudo-sequence DRB1_1001. The binding affinity (normalized) is 0.697. (5) The peptide sequence is DVKDSSLLNNQFGTM. The MHC is H-2-IAb with pseudo-sequence H-2-IAb. The binding affinity (normalized) is 0. (6) The peptide sequence is DVLREPHLYTFSFRN. The MHC is DRB1_0901 with pseudo-sequence DRB1_0901. The binding affinity (normalized) is 0.569.